The task is: Predict the reactants needed to synthesize the given product.. This data is from Full USPTO retrosynthesis dataset with 1.9M reactions from patents (1976-2016). (1) Given the product [CH2:1]([C:8]1[CH:18]=[CH:17][CH:16]=[CH:15][C:9]=1[O:10][CH2:11][C:12]([N:22]([CH:19]([CH3:21])[CH3:20])[NH:23][C:24](=[O:31])[C:25]1[CH:30]=[CH:29][CH:28]=[CH:27][CH:26]=1)=[O:14])[C:2]1[CH:3]=[CH:4][CH:5]=[CH:6][CH:7]=1, predict the reactants needed to synthesize it. The reactants are: [CH2:1]([C:8]1[CH:18]=[CH:17][CH:16]=[CH:15][C:9]=1[O:10][CH2:11][C:12]([OH:14])=O)[C:2]1[CH:7]=[CH:6][CH:5]=[CH:4][CH:3]=1.[CH:19]([NH:22][NH:23][C:24](=[O:31])[C:25]1[CH:30]=[CH:29][CH:28]=[CH:27][CH:26]=1)([CH3:21])[CH3:20].C(N(C(C)C)CC)(C)C.C1CN([P+](Br)(N2CCCC2)N2CCCC2)CC1.F[P-](F)(F)(F)(F)F. (2) Given the product [C:11]1([N:17]2[C:2]3[CH:7]=[CH:6][N:5]=[CH:4][C:3]=3[N:8]=[C:18]2[CH2:19][CH2:20][CH2:21][CH2:22][CH2:23][CH2:24][CH2:25][CH2:26][CH2:27][CH2:28][CH2:29][CH2:30][CH3:31])[CH:16]=[CH:15][CH:14]=[CH:13][CH:12]=1, predict the reactants needed to synthesize it. The reactants are: Cl[C:2]1[CH:7]=[CH:6][N:5]=[CH:4][C:3]=1[N+:8]([O-])=O.[C:11]1([NH:17][C:18](=O)[CH2:19][CH2:20][CH2:21][CH2:22][CH2:23][CH2:24][CH2:25][CH2:26][CH2:27][CH2:28][CH2:29][CH2:30][CH3:31])[CH:16]=[CH:15][CH:14]=[CH:13][CH:12]=1. (3) Given the product [NH2:15][C:7]1[CH:8]=[N:9][C:10]2[C:5]([C:6]=1[O:18][C:19]1[CH:20]=[C:21]3[C:26](=[CH:27][CH:28]=1)[C:25]([C:29]([OH:31])=[O:30])=[CH:24][CH:23]=[CH:22]3)=[CH:4][C:3]([O:2][CH3:1])=[C:12]([O:13][CH3:14])[CH:11]=2, predict the reactants needed to synthesize it. The reactants are: [CH3:1][O:2][C:3]1[CH:4]=[C:5]2[C:10](=[CH:11][C:12]=1[O:13][CH3:14])[N:9]=[CH:8][C:7]([N+:15]([O-])=O)=[C:6]2[O:18][C:19]1[CH:20]=[C:21]2[C:26](=[CH:27][CH:28]=1)[C:25]([C:29]([OH:31])=[O:30])=[CH:24][CH:23]=[CH:22]2.[OH-].[Na+]. (4) Given the product [CH2:1]([O:8][C:9]1[CH:10]=[CH:11][C:12]2[N:16]=[CH:15][N:14]([C:17]3[S:18][C:19]([C:29]([NH2:34])=[O:30])=[C:20]([C:22]4[CH:27]=[CH:26][CH:25]=[C:24]([Cl:28])[CH:23]=4)[N:21]=3)[C:13]=2[CH:32]=1)[C:2]1[CH:3]=[CH:4][CH:5]=[CH:6][CH:7]=1, predict the reactants needed to synthesize it. The reactants are: [CH2:1]([O:8][C:9]1[CH:10]=[CH:11][C:12]2[N:16]=[CH:15][N:14]([C:17]3[S:18][C:19]([C:29](O)=[O:30])=[C:20]([C:22]4[CH:27]=[CH:26][CH:25]=[C:24]([Cl:28])[CH:23]=4)[N:21]=3)[C:13]=2[CH:32]=1)[C:2]1[CH:7]=[CH:6][CH:5]=[CH:4][CH:3]=1.C[N:34](C(N(C)C)=[N+]1C2C(=NC=CC=2)N=N1)C.F[P-](F)(F)(F)(F)F.[Cl-].[NH4+].C(N(C(C)C)C(C)C)C. (5) The reactants are: [ClH:1].C(OCC)(=O)C.[CH2:8]([NH:26][C:27](=[O:46])[O:28][C:29]1[CH:34]=[CH:33][CH:32]=[CH:31][C:30]=1[CH2:35][CH2:36][C:37]([N:39]1[CH2:44][CH2:43][N:42]([CH3:45])[CH2:41][CH2:40]1)=[O:38])[CH2:9][CH2:10][CH2:11][CH2:12][CH2:13][CH2:14][CH2:15][CH2:16][CH2:17][CH2:18][CH2:19][CH2:20][CH2:21][CH2:22][CH2:23][CH2:24][CH3:25]. Given the product [ClH:1].[CH2:8]([NH:26][C:27](=[O:46])[O:28][C:29]1[CH:34]=[CH:33][CH:32]=[CH:31][C:30]=1[CH2:35][CH2:36][C:37]([N:39]1[CH2:40][CH2:41][N:42]([CH3:45])[CH2:43][CH2:44]1)=[O:38])[CH2:9][CH2:10][CH2:11][CH2:12][CH2:13][CH2:14][CH2:15][CH2:16][CH2:17][CH2:18][CH2:19][CH2:20][CH2:21][CH2:22][CH2:23][CH2:24][CH3:25], predict the reactants needed to synthesize it. (6) Given the product [CH3:31][O:32][CH2:33][CH2:34][NH:35][C:13]([C:11]1[CH:10]=[CH:9][C:8]2[N:4]([CH2:3][CH2:2][F:1])[C:5]([NH:16][C:17]3[S:18][C:19]4[CH:25]=[C:24]([O:26][C:27]([F:28])([F:30])[F:29])[CH:23]=[CH:22][C:20]=4[N:21]=3)=[N:6][C:7]=2[CH:12]=1)=[O:15], predict the reactants needed to synthesize it. The reactants are: [F:1][CH2:2][CH2:3][N:4]1[C:8]2[CH:9]=[CH:10][C:11]([C:13]([OH:15])=O)=[CH:12][C:7]=2[N:6]=[C:5]1[NH:16][C:17]1[S:18][C:19]2[CH:25]=[C:24]([O:26][C:27]([F:30])([F:29])[F:28])[CH:23]=[CH:22][C:20]=2[N:21]=1.[CH3:31][O:32][CH2:33][CH2:34][NH2:35].CN(C(ON1N=NC2C=CC=CC1=2)=[N+](C)C)C.F[P-](F)(F)(F)(F)F.CCN(C(C)C)C(C)C.